This data is from Forward reaction prediction with 1.9M reactions from USPTO patents (1976-2016). The task is: Predict the product of the given reaction. (1) Given the reactants [C:1]([O:5][C:6](=[O:41])[N:7]([CH2:11][C@H:12]1[C@@H:16]([CH2:17][N:18]([CH:31]([CH3:33])[CH3:32])S(C2C=CC=CC=2[N+]([O-])=O)(=O)=O)[CH2:15][N:14]([CH2:34][C:35]2[CH:40]=[CH:39][CH:38]=[CH:37][CH:36]=2)[CH2:13]1)[CH:8]([CH3:10])[CH3:9])([CH3:4])([CH3:3])[CH3:2].SCCO.C1CCN2C(=NCCC2)CC1, predict the reaction product. The product is: [C:1]([O:5][C:6](=[O:41])[N:7]([CH2:11][C@H:12]1[C@@H:16]([CH2:17][NH:18][CH:31]([CH3:33])[CH3:32])[CH2:15][N:14]([CH2:34][C:35]2[CH:40]=[CH:39][CH:38]=[CH:37][CH:36]=2)[CH2:13]1)[CH:8]([CH3:10])[CH3:9])([CH3:3])([CH3:2])[CH3:4]. (2) Given the reactants [OH:1][C:2]12[CH2:10][CH2:9][CH2:8][C:7]1([OH:11])[CH:6]1[CH2:12][CH:3]2[CH2:4][CH2:5]1.[C:13](Cl)(=[O:16])[CH:14]=[CH2:15].C(N(CC)CC)C, predict the reaction product. The product is: [OH:1][C:2]12[CH2:10][CH2:9][CH2:8][C:7]1([O:11][C:13](=[O:16])[CH:14]=[CH2:15])[CH:6]1[CH2:12][CH:3]2[CH2:4][CH2:5]1. (3) Given the reactants O=[C:2]1[CH2:7][CH2:6][N:5](C(OCC2C=CC=CC=2)=O)[CH2:4][CH:3]1[C:18](=O)[CH2:19][CH3:20].Cl.[C:23](=[NH:26])([NH2:25])[CH3:24], predict the reaction product. The product is: [CH2:19]([C:18]1[C:3]2[CH2:4][NH:5][CH2:6][CH2:7][C:2]=2[N:25]=[C:23]([CH3:24])[N:26]=1)[CH3:20].